Dataset: Reaction yield outcomes from USPTO patents with 853,638 reactions. Task: Predict the reaction yield, written as a fraction of the theoretical maximum amount of product (1.0 means a 100% yield; for example, 0.34 means a 34% yield). (1) The reactants are [CH3:1][O:2][C:3]1[C:11]2[CH:10]=[C:9]([NH2:12])[S:8][C:7]=2[C:6]([C:13]2[CH:18]=[CH:17][CH:16]=[CH:15][CH:14]=2)=[CH:5][CH:4]=1.C(N(CC)C(C)C)C.Cl.[CH3:28][C:29]1[CH:36]=[CH:35][C:32]([CH2:33]Cl)=[CH:31][N:30]=1.C[OH:38]. The catalyst is C1COCC1.ClCCl. The product is [CH3:1][O:2][C:3]1[C:11]2[CH:10]=[C:9]([NH:12][C:33](=[O:38])[C:32]3[CH:35]=[CH:36][C:29]([CH3:28])=[N:30][CH:31]=3)[S:8][C:7]=2[C:6]([C:13]2[CH:14]=[CH:15][CH:16]=[CH:17][CH:18]=2)=[CH:5][CH:4]=1. The yield is 0.570. (2) The reactants are N([O-])=[O:2].[Na+].[Cl:5][C:6]1[N:14]=[C:13]([Cl:15])[CH:12]=[C:11]([CH3:16])[C:7]=1[C:8](N)=[O:9]. The catalyst is O.S(=O)(=O)(O)O. The product is [Cl:5][C:6]1[N:14]=[C:13]([Cl:15])[CH:12]=[C:11]([CH3:16])[C:7]=1[C:8]([OH:2])=[O:9]. The yield is 0.970. (3) The reactants are C([O:4][C@@H:5]1[C@@H:13]([CH2:14][O:15]C(=O)C)[O:12][CH:11]2[CH:7]([N:8]=[C:9]([NH:19][CH2:20][CH:21]=[CH2:22])[S:10]2)[C@H:6]1[O:23]C(=O)C)(=O)C.C([O-])([O-])=O.[K+].[K+]. The catalyst is CO. The product is [CH2:20]([NH:19][C:9]1[S:10][CH:11]2[O:12][C@H:13]([CH2:14][OH:15])[C@@H:5]([OH:4])[C@H:6]([OH:23])[CH:7]2[N:8]=1)[CH:21]=[CH2:22]. The yield is 0.180. (4) The reactants are Cl[C:2]1[C:11]([CH2:12][OH:13])=[CH:10][C:9]2[C:4](=[C:5]([CH3:14])[CH:6]=[CH:7][CH:8]=2)[N:3]=1.[NH:15]1[CH2:19][CH2:18][CH2:17][CH2:16]1. The catalyst is CCOC(C)=O. The product is [CH3:14][C:5]1[CH:6]=[CH:7][CH:8]=[C:9]2[C:4]=1[N:3]=[C:2]([N:15]1[CH2:19][CH2:18][CH2:17][CH2:16]1)[C:11]([CH2:12][OH:13])=[CH:10]2. The yield is 0.880. (5) The reactants are Br[C:2]1[CH:3]=[C:4]([N+:9]([O-:11])=[O:10])[C:5]([CH3:8])=[N:6][CH:7]=1.[CH3:12][Si:13]([C:16]#[CH:17])([CH3:15])[CH3:14]. The catalyst is C(N(CC)CC)C.Cl[Pd](Cl)([P](C1C=CC=CC=1)(C1C=CC=CC=1)C1C=CC=CC=1)[P](C1C=CC=CC=1)(C1C=CC=CC=1)C1C=CC=CC=1.[Cu]I. The product is [CH3:8][C:5]1[C:4]([N+:9]([O-:11])=[O:10])=[CH:3][C:2]([C:17]#[C:16][Si:13]([CH3:15])([CH3:14])[CH3:12])=[CH:7][N:6]=1. The yield is 0.910.